Task: Predict the product of the given reaction.. Dataset: Forward reaction prediction with 1.9M reactions from USPTO patents (1976-2016) (1) Given the reactants [C:1]([O:8][CH3:9])(=[O:7])[CH2:2][C:3]([O:5][CH3:6])=[O:4].[H-].[Na+].Cl[C:13]1([C:24]2[C:25]([O:30][CH2:31][CH3:32])=[N:26][CH:27]=[CH:28][CH:29]=2)[C:21]2[C:16](=[CH:17][CH:18]=[C:19]([Cl:22])[CH:20]=2)[NH:15][C:14]1=[O:23].Cl, predict the reaction product. The product is: [Cl:22][C:19]1[CH:20]=[C:21]2[C:16](=[CH:17][CH:18]=1)[NH:15][C:14](=[O:23])[C:13]2([CH:2]([C:1]([O:8][CH3:9])=[O:7])[C:3]([O:5][CH3:6])=[O:4])[C:24]1[C:25]([O:30][CH2:31][CH3:32])=[N:26][CH:27]=[CH:28][CH:29]=1. (2) Given the reactants [CH3:1][N:2]1[C:6]([CH3:7])=[C:5]([C:8]2[CH:9]=[C:10]([CH2:14][CH2:15][NH2:16])[CH:11]=[CH:12][CH:13]=2)[C:4]([CH3:17])=[N:3]1.[ClH:18], predict the reaction product. The product is: [ClH:18].[ClH:18].[CH3:1][N:2]1[C:6]([CH3:7])=[C:5]([C:8]2[CH:9]=[C:10]([CH2:14][CH2:15][NH2:16])[CH:11]=[CH:12][CH:13]=2)[C:4]([CH3:17])=[N:3]1. (3) Given the reactants [OH:1][CH2:2][CH2:3][C:4]1[N:5]=[C:6]([NH:9][C:10](=[O:16])[O:11][C:12]([CH3:15])([CH3:14])[CH3:13])[S:7][CH:8]=1.CC(C)([O-])C.[K+].F[C:24]1[CH:29]=[CH:28][C:27]([N+:30]([O-:32])=[O:31])=[CH:26][CH:25]=1.O, predict the reaction product. The product is: [N+:30]([C:27]1[CH:28]=[CH:29][C:24]([O:1][CH2:2][CH2:3][C:4]2[N:5]=[C:6]([NH:9][C:10](=[O:16])[O:11][C:12]([CH3:13])([CH3:15])[CH3:14])[S:7][CH:8]=2)=[CH:25][CH:26]=1)([O-:32])=[O:31]. (4) Given the reactants [CH2:1]([C@H:4]1[O:6][C@@H:5]1[C:7]([OH:9])=O)[CH2:2][CH3:3].C(N(CC)CC)C.C(OC(Cl)=O)C.[CH:23]1([NH2:26])[CH2:25][CH2:24]1, predict the reaction product. The product is: [CH:23]1([NH:26][C:7]([C@@H:5]2[C@@H:4]([CH2:1][CH2:2][CH3:3])[O:6]2)=[O:9])[CH2:25][CH2:24]1. (5) Given the reactants [Cl:1][C:2]1[N:3]=[CH:4][NH:5][C:6]=1[Cl:7].[OH-].[K+].[Br:10][CH2:11][CH2:12][CH2:13][CH2:14][C:15]([OH:17])=[O:16].Br[CH2:19][C:20]([OH:22])=[O:21].Br, predict the reaction product. The product is: [Br-:10].[C:15]([CH2:14][CH2:13][CH2:12][CH2:11][N:3]1[C:2]([Cl:1])=[C:6]([Cl:7])[N+:5]([CH2:19][C:20]([OH:22])=[O:21])=[CH:4]1)([OH:17])=[O:16]. (6) Given the reactants [N:1]1([C:8]([O:10][CH2:11][C:12]2[CH:17]=[CH:16][CH:15]=[CH:14][CH:13]=2)=[O:9])[CH2:7][CH2:6][CH:5]=[CH:4][CH2:3][CH2:2]1.N1(C(OCC2C=CC=CC=2)=[O:26])CC=CCCC1.C1C=C(Cl)C=C(C(OO)=O)C=1, predict the reaction product. The product is: [CH:5]12[O:26][CH:4]1[CH2:3][CH2:2][N:1]([C:8]([O:10][CH2:11][C:12]1[CH:13]=[CH:14][CH:15]=[CH:16][CH:17]=1)=[O:9])[CH2:7][CH2:6]2. (7) Given the reactants [NH2:1][CH2:2][C:3]([OH:5])=[O:4].[Cl-:6].[Zr+4:7].[Cl-].[Cl-].[Cl-], predict the reaction product. The product is: [NH2:1][CH2:2][C:3]([OH:5])=[O:4].[Cl-:6].[Zr+4:7].[Cl-:6].[Cl-:6].[Cl-:6].